This data is from Forward reaction prediction with 1.9M reactions from USPTO patents (1976-2016). The task is: Predict the product of the given reaction. (1) Given the reactants [Cl:1][C:2]1[N:3]=[N:4][C:5]([Cl:11])=[CH:6][C:7]=1[C:8](O)=[O:9].C(Cl)(=O)C([Cl:15])=O, predict the reaction product. The product is: [Cl:1][C:2]1[N:3]=[N:4][C:5]([Cl:11])=[CH:6][C:7]=1[C:8]([Cl:15])=[O:9]. (2) Given the reactants [CH3:1][C:2]1[N:6]([CH2:7][C:8]([N:10]2[CH2:15][CH2:14][CH:13]([C:16]3[S:17][CH:18]=[C:19]([C:21]([OH:23])=[O:22])[N:20]=3)[CH2:12][CH2:11]2)=[O:9])[N:5]=[C:4]([C:24]([F:27])([F:26])[F:25])[CH:3]=1.[CH:28]1(O)[CH2:33][CH2:32][CH2:31][CH2:30][CH2:29]1, predict the reaction product. The product is: [CH3:1][C:2]1[N:6]([CH2:7][C:8]([N:10]2[CH2:15][CH2:14][CH:13]([C:16]3[S:17][CH:18]=[C:19]([C:21]([O:23][CH:28]4[CH2:33][CH2:32][CH2:31][CH2:30][CH2:29]4)=[O:22])[N:20]=3)[CH2:12][CH2:11]2)=[O:9])[N:5]=[C:4]([C:24]([F:27])([F:25])[F:26])[CH:3]=1. (3) Given the reactants [CH3:1][O:2][C:3](=[O:12])[C:4]1[CH:9]=[C:8]([Cl:10])[N:7]=[C:6](Cl)[CH:5]=1.[CH3:13][O:14][C:15]1[CH:16]=[C:17]([NH2:27])[CH:18]=[CH:19][C:20]=1[N:21]1[CH:25]=[C:24]([CH3:26])[N:23]=[CH:22]1, predict the reaction product. The product is: [Cl:10][C:8]1[CH:9]=[C:4]([CH:5]=[C:6]([NH:27][C:17]2[CH:18]=[CH:19][C:20]([N:21]3[CH:25]=[C:24]([CH3:26])[N:23]=[CH:22]3)=[C:15]([O:14][CH3:13])[CH:16]=2)[N:7]=1)[C:3]([O:2][CH3:1])=[O:12]. (4) Given the reactants [CH2:1]([O:3][C:4](=[O:16])[C:5]1[CH:10]=[CH:9][C:8]([O:11][CH:12]([CH3:14])[CH3:13])=[C:7]([OH:15])[CH:6]=1)[CH3:2].[Cl:17][C:18]1[CH:23]=[C:22]([Cl:24])[CH:21]=[CH:20][C:19]=1[CH2:25][CH2:26]O.C1(P(C2C=CC=CC=2)C2C=CC=CC=2)C=CC=CC=1.CCOC(/N=N/C(OCC)=O)=O, predict the reaction product. The product is: [CH2:1]([O:3][C:4](=[O:16])[C:5]1[CH:10]=[CH:9][C:8]([O:11][CH:12]([CH3:13])[CH3:14])=[C:7]([O:15][CH2:26][CH2:25][C:19]2[CH:20]=[CH:21][C:22]([Cl:24])=[CH:23][C:18]=2[Cl:17])[CH:6]=1)[CH3:2]. (5) The product is: [Br:1][C:2]1[CH:3]=[CH:4][C:5]2[N:17]([C:18]3[CH:23]=[CH:22][CH:21]=[CH:20][CH:19]=3)[C:8]([C:9]3[CH:14]=[CH:13][CH:12]=[CH:11][N:10]=3)=[N:7][C:6]=2[CH:16]=1. Given the reactants [Br:1][C:2]1[CH:3]=[CH:4][C:5]([NH:17][C:18]2[CH:23]=[CH:22][CH:21]=[CH:20][CH:19]=2)=[C:6]([CH:16]=1)[NH:7][C:8](=O)[C:9]1[CH:14]=[CH:13][CH:12]=[CH:11][N:10]=1, predict the reaction product. (6) Given the reactants Cl.[NH:2]1[CH2:7][CH2:6][C:5]2([C:15]3[C:10](=[CH:11][CH:12]=[CH:13][CH:14]=3)[NH:9][C:8]2=[O:16])[CH2:4][CH2:3]1.[CH3:17][C:18]1[C:26]2[CH2:25][O:24][C:23](=[O:27])[C:22]=2[CH:21]=[CH:20][C:19]=1[C@H:28]1[CH2:30][O:29]1.CCN(C(C)C)C(C)C, predict the reaction product. The product is: [OH:29][C@H:28]([C:19]1[C:18]([CH3:17])=[C:26]2[C:22](=[CH:21][CH:20]=1)[C:23](=[O:27])[O:24][CH2:25]2)[CH2:30][N:2]1[CH2:7][CH2:6][C:5]2([C:15]3[C:10](=[CH:11][CH:12]=[CH:13][CH:14]=3)[NH:9][C:8]2=[O:16])[CH2:4][CH2:3]1.